Dataset: Forward reaction prediction with 1.9M reactions from USPTO patents (1976-2016). Task: Predict the product of the given reaction. (1) Given the reactants [O:1]=[C:2]1[CH2:9][C:6]([CH3:8])([CH3:7])[CH2:5][C:4]([CH3:10])=[CH:3]1, predict the reaction product. The product is: [CH3:10][CH:4]1[CH2:5][C:6]([CH3:8])([CH3:7])[CH2:9][C:2](=[O:1])[CH2:3]1. (2) Given the reactants [H-].[Na+].[CH3:3][O:4][C:5]([CH2:7]P(OC)(OC)=O)=[O:6].[OH:14][C:15]1[CH:20]=[C:19]([CH2:21][CH2:22][CH2:23][CH:24]=O)[O:18][C:17](=[O:26])[C:16]=1[C:27](=[O:30])[CH2:28][CH3:29], predict the reaction product. The product is: [OH:14][C:15]1[CH:20]=[C:19]([CH2:21][CH2:22][CH2:23]/[CH:24]=[CH:7]/[C:5]([O:4][CH3:3])=[O:6])[O:18][C:17](=[O:26])[C:16]=1[C:27](=[O:30])[CH2:28][CH3:29].